This data is from Reaction yield outcomes from USPTO patents with 853,638 reactions. The task is: Predict the reaction yield, written as a fraction of the theoretical maximum amount of product (1.0 means a 100% yield; for example, 0.34 means a 34% yield). (1) The reactants are [F:1][C:2]([F:22])([F:21])[C:3]1[CH:4]=[C:5]([C:9]2[NH:13][C:12]3[CH:14]=[CH:15][CH:16]=[C:17](C(O)=O)[C:11]=3[N:10]=2)[CH:6]=[CH:7][CH:8]=1.C1(P(N=[N+]=[N-])(C2C=CC=CC=2)=[O:30])C=CC=CC=1.CC[N:42]([CH2:45]C)CC.[CH2:47]([OH:54])[C:48]1[CH:53]=[CH:52][CH:51]=[CH:50][CH:49]=1. The catalyst is C1(C)C=CC=CC=1. The product is [F:21][C:2]([F:22])([F:1])[C:3]1[CH:4]=[C:5]([C:9]2[NH:13][C:12]3[CH:14]=[CH:15][CH:16]=[C:17]([NH:42][C:45](=[O:30])[O:54][CH2:47][C:48]4[CH:53]=[CH:52][CH:51]=[CH:50][CH:49]=4)[C:11]=3[N:10]=2)[CH:6]=[CH:7][CH:8]=1. The yield is 0.700. (2) The reactants are [O:1]1[C:7]2[CH:8]=[CH:9][CH:10]=[CH:11][C:6]=2[O:5][CH2:4][CH:3]([OH:12])[CH2:2]1.CC(OI1(OC(C)=O)(OC(C)=O)OC(=O)C2C=CC=CC1=2)=O. The catalyst is ClCCl. The product is [O:1]1[C:7]2[CH:8]=[CH:9][CH:10]=[CH:11][C:6]=2[O:5][CH2:4][C:3](=[O:12])[CH2:2]1. The yield is 0.980.